Predict the reactants needed to synthesize the given product. From a dataset of Full USPTO retrosynthesis dataset with 1.9M reactions from patents (1976-2016). (1) Given the product [O:19]=[C:11]1[N:10]([CH2:9][CH2:8][CH2:7][CH2:6][NH:5][C:4](=[O:20])[O:3][C:2]([CH3:1])([CH3:22])[CH3:21])[C:14](=[O:15])[NH:13][NH:12]1, predict the reactants needed to synthesize it. The reactants are: [CH3:1][C:2]([CH3:22])([CH3:21])[O:3][C:4](=[O:20])[NH:5][CH2:6][CH2:7][CH2:8][CH2:9][NH:10][C:11](=[O:19])[NH:12][NH:13][C:14](OCC)=[O:15].C([O-])([O-])=O.[K+].[K+]. (2) Given the product [C:16]12([NH:21][C:2]3[C:7]([C:8]([O:10][CH2:11][CH3:12])=[O:9])=[CH:6][N:5]=[C:4]([S:13][CH3:14])[N:3]=3)[CH2:20][CH:18]([CH2:19]1)[CH2:17]2, predict the reactants needed to synthesize it. The reactants are: Cl[C:2]1[C:7]([C:8]([O:10][CH2:11][CH3:12])=[O:9])=[CH:6][N:5]=[C:4]([S:13][CH3:14])[N:3]=1.Cl.[C:16]12([NH2:21])[CH2:20][CH:18]([CH2:19]1)[CH2:17]2.CCN(C(C)C)C(C)C. (3) The reactants are: Br[C:2]1[CH:7]=[CH:6][CH:5]=[CH:4][C:3]=1[C:8]1[C:9]([O:15][CH2:16][C:17]2[CH:22]=[CH:21][CH:20]=[CH:19][CH:18]=2)=[N:10][CH:11]=[C:12]([Cl:14])[CH:13]=1.[C:23]([C:28]1[CH:29]=[C:30](B(O)O)[CH:31]=[CH:32][CH:33]=1)([O:25][CH2:26][CH3:27])=[O:24].C(=O)([O-])[O-].[K+].[K+].C(OCC)C. Given the product [CH2:26]([O:25][C:23]([C:28]1[CH:33]=[C:32]([C:2]2[CH:7]=[CH:6][CH:5]=[CH:4][C:3]=2[C:8]2[C:9]([O:15][CH2:16][C:17]3[CH:22]=[CH:21][CH:20]=[CH:19][CH:18]=3)=[N:10][CH:11]=[C:12]([Cl:14])[CH:13]=2)[CH:31]=[CH:30][CH:29]=1)=[O:24])[CH3:27], predict the reactants needed to synthesize it. (4) Given the product [NH2:20][C@@:8]([C:6]1[CH:7]=[C:2]([Br:1])[C:3]([F:28])=[CH:4][C:5]=1[F:27])([CH3:9])[CH2:10][C@H:11]([C:13]1[C:14]([CH3:19])=[N:15][O:16][C:17]=1[CH3:18])[OH:12], predict the reactants needed to synthesize it. The reactants are: [Br:1][C:2]1[C:3]([F:28])=[CH:4][C:5]([F:27])=[C:6]([C@@:8]([NH:20][S@@](C(C)(C)C)=O)([CH2:10][C@H:11]([C:13]2[C:14]([CH3:19])=[N:15][O:16][C:17]=2[CH3:18])[OH:12])[CH3:9])[CH:7]=1.Cl.O1CCOCC1.C(=O)(O)[O-].[Na+]. (5) Given the product [CH3:48][O:49][C:50]1[CH:51]=[C:52]([N:58]2[CH2:59][CH2:60][N:61]([C:11]([C:4]3[C:5]4[C:10](=[CH:9][CH:8]=[CH:7][CH:6]=4)[N:1]=[CH:2][CH:3]=3)=[O:13])[CH2:62][CH2:63]2)[CH:53]=[C:54]([O:56][CH3:57])[CH:55]=1, predict the reactants needed to synthesize it. The reactants are: [N:1]1[C:10]2[C:5](=[CH:6][CH:7]=[CH:8][CH:9]=2)[C:4]([C:11]([OH:13])=O)=[CH:3][CH:2]=1.CN1CCOCC1.F[P-](F)(F)(F)(F)F.N1(O[P+](N(C)C)(N(C)C)N(C)C)C2C=CC=CC=2N=N1.[CH3:48][O:49][C:50]1[CH:51]=[C:52]([N:58]2[CH2:63][CH2:62][NH:61][CH2:60][CH2:59]2)[CH:53]=[C:54]([O:56][CH3:57])[CH:55]=1. (6) Given the product [NH2:2][C:1](=[O:36])[CH2:3][CH2:4][CH:5]1[CH2:6][CH2:7][CH:8]([N:11]([CH:27]2[CH2:28][CH2:29]2)[C:12](=[O:26])[C:13]2[CH:14]=[CH:15][C:16]([C@@:19]([OH:25])([CH3:24])[C:20]([F:21])([F:22])[F:23])=[CH:17][CH:18]=2)[CH2:9][CH2:10]1, predict the reactants needed to synthesize it. The reactants are: [C:1]([CH2:3][CH2:4][CH:5]1[CH2:10][CH2:9][CH:8]([N:11]([CH:27]2[CH2:29][CH2:28]2)[C:12](=[O:26])[C:13]2[CH:18]=[CH:17][C:16]([C@@:19]([OH:25])([CH3:24])[C:20]([F:23])([F:22])[F:21])=[CH:15][CH:14]=2)[CH2:7][CH2:6]1)#[N:2].[OH-].[K+].C([OH:36])(C)(C)C. (7) Given the product [F:24][C:25]1[CH:26]=[C:27]([CH2:33][CH2:34][C:35]([OH:37])=[O:36])[CH:28]=[C:29]([F:32])[C:30]=1[O:5][CH2:6][C:7]1[C:8]([C:16]2[CH:21]=[CH:20][CH:19]=[C:18]([O:22][CH3:23])[CH:17]=2)=[N:9][S:10][C:11]=1[C:12]([F:15])([F:14])[F:13], predict the reactants needed to synthesize it. The reactants are: CS([O:5][CH2:6][C:7]1[C:8]([C:16]2[CH:21]=[CH:20][CH:19]=[C:18]([O:22][CH3:23])[CH:17]=2)=[N:9][S:10][C:11]=1[C:12]([F:15])([F:14])[F:13])(=O)=O.[F:24][C:25]1[CH:26]=[C:27]([CH2:33][CH2:34][C:35]([O:37]CC)=[O:36])[CH:28]=[C:29]([F:32])[C:30]=1O. (8) Given the product [C:37]([C:33]1[CH:32]=[C:31]([NH:30][C:28]([NH:27][C:24]2[CH:25]=[CH:26][C:21]([C@H:17]3[O:18][CH2:19][CH2:20][NH:15][CH2:16]3)=[CH:22][C:23]=2[F:39])=[O:29])[CH:36]=[CH:35][CH:34]=1)#[N:38], predict the reactants needed to synthesize it. The reactants are: FC(F)(F)C(O)=O.C(OC([N:15]1[CH2:20][CH2:19][O:18][C@H:17]([C:21]2[CH:26]=[CH:25][C:24]([NH:27][C:28]([NH:30][C:31]3[CH:36]=[CH:35][CH:34]=[C:33]([C:37]#[N:38])[CH:32]=3)=[O:29])=[C:23]([F:39])[CH:22]=2)[CH2:16]1)=O)(C)(C)C.[OH-].[Na+]. (9) The reactants are: [Cl:1][C:2]1[CH:3]=[C:4]([S:9]([N:12]2[CH:17]=[CH:16][NH:15][C:14](=[O:18])[C@H:13]2[CH2:19][C:20]([N:22]2[CH2:28][CH2:27][CH2:26][C:25](=[O:29])[CH2:24][CH2:23]2)=[O:21])(=[O:11])=[O:10])[CH:5]=[CH:6][C:7]=1[Cl:8].[CH2:30]1COCC1.C[Mg]Br.O.O.O.O.O.O.O.O.O.O.O.O.S([O-])([O-])(=O)=O.[Na+].[Na+]. Given the product [Cl:1][C:2]1[CH:3]=[C:4]([S:9]([N:12]2[CH:17]=[CH:16][NH:15][C:14](=[O:18])[C@H:13]2[CH2:19][C:20]([N:22]2[CH2:28][CH2:27][CH2:26][C:25]([OH:29])([CH3:30])[CH2:24][CH2:23]2)=[O:21])(=[O:11])=[O:10])[CH:5]=[CH:6][C:7]=1[Cl:8], predict the reactants needed to synthesize it. (10) Given the product [C:44]([NH:43][C:38]1[CH:39]=[C:40]2[C:35](=[CH:36][CH:37]=1)[CH:34]=[C:33]([S:30]([NH:29][C:27]1[CH:26]=[CH:25][C:23]3[NH:24][C:19]([C:3]4[C:4](=[O:18])[C@:5]([CH3:17])([CH2:12][CH2:13][CH:14]([CH3:15])[CH3:16])[C:6]5[C:11](=[CH:10][CH:9]=[CH:8][CH:7]=5)[C:2]=4[O-:1])=[N:20][S:21](=[O:48])(=[O:47])[C:22]=3[CH:28]=1)(=[O:32])=[O:31])[CH:42]=[CH:41]2)(=[O:46])[CH3:45].[Na+:50], predict the reactants needed to synthesize it. The reactants are: [OH:1][C:2]1[C:11]2[C:6](=[CH:7][CH:8]=[CH:9][CH:10]=2)[C@@:5]([CH3:17])([CH2:12][CH2:13][CH:14]([CH3:16])[CH3:15])[C:4](=[O:18])[C:3]=1[C:19]1[NH:24][C:23]2[CH:25]=[CH:26][C:27]([NH:29][S:30]([C:33]3[CH:34]=[C:35]4[C:40](=[CH:41][CH:42]=3)[CH:39]=[C:38]([NH:43][C:44](=[O:46])[CH3:45])[CH:37]=[CH:36]4)(=[O:32])=[O:31])=[CH:28][C:22]=2[S:21](=[O:48])(=[O:47])[N:20]=1.[OH-].[Na+:50].